This data is from Catalyst prediction with 721,799 reactions and 888 catalyst types from USPTO. The task is: Predict which catalyst facilitates the given reaction. (1) Reactant: [Cl:1][C:2]1[CH:3]=[C:4]2[O:8][C:7]([C:9]3[S:10][CH:11]=[CH:12][C:13]=3[Cl:14])=[N:6][C:5]2=[C:15]([C:17]([OH:19])=O)[CH:16]=1.Cl.Cl.[NH2:22][CH:23]1[CH2:30][CH:29]2[N:31]([CH3:32])[CH:25]([CH2:26][CH2:27][CH2:28]2)[CH2:24]1.Cl.C(N=C=NCCCN(C)C)C.ON1C2C=CC=CC=2N=N1.C(N(CC)CC)C. Product: [CH3:32][N:31]1[CH:25]2[CH2:26][CH2:27][CH2:28][CH:29]1[CH2:30][CH:23]([NH:22][C:17]([C:15]1[CH:16]=[C:2]([Cl:1])[CH:3]=[C:4]3[O:8][C:7]([C:9]4[S:10][CH:11]=[CH:12][C:13]=4[Cl:14])=[N:6][C:5]=13)=[O:19])[CH2:24]2. The catalyst class is: 174. (2) Product: [CH3:1][C:2]1[CH2:7][CH2:6][CH2:5][C:4]([CH3:8])([CH3:9])[C:3]=1[CH2:10][O:11][C:13]1[CH:14]=[C:15]([CH:18]=[CH:19][CH:20]=1)[C:16]#[N:17]. Reactant: [CH3:1][C:2]1[CH2:7][CH2:6][CH2:5][C:4]([CH3:9])([CH3:8])[C:3]=1[CH2:10][OH:11].O[C:13]1[CH:14]=[C:15]([CH:18]=[CH:19][CH:20]=1)[C:16]#[N:17].C1(P(C2C=CC=CC=2)C2C=CC=CC=2)C=CC=CC=1.N(C(OCC)=O)=NC(OCC)=O. The catalyst class is: 7. (3) Reactant: [O:1]=[C:2]1[C:6]2[CH:7]=[CH:8][C:9]([C:11]3[N:12]=[C:13]4[C:19]5[CH:20]=[CH:21][CH:22]=[CH:23][C:18]=5[NH:17][C:16]5[N:24]=[CH:25][CH:26]=[CH:27][C:15]=5[N:14]4[C:28]=3[C:29]3[CH:34]=[CH:33][C:32]([C:35]4([NH:39]C(=O)OC(C)(C)C)[CH2:38][CH2:37][CH2:36]4)=[CH:31][CH:30]=3)=[CH:10][C:5]=2[CH2:4][O:3]1.Cl.O1CCOCC1. Product: [NH2:39][C:35]1([C:32]2[CH:33]=[CH:34][C:29]([C:28]3[N:14]4[C:15]5[CH:27]=[CH:26][CH:25]=[N:24][C:16]=5[NH:17][C:18]5[CH:23]=[CH:22][CH:21]=[CH:20][C:19]=5[C:13]4=[N:12][C:11]=3[C:9]3[CH:8]=[CH:7][C:6]4[C:2](=[O:1])[O:3][CH2:4][C:5]=4[CH:10]=3)=[CH:30][CH:31]=2)[CH2:36][CH2:37][CH2:38]1. The catalyst class is: 5. (4) Reactant: [C:1]([O:9][C:10]1[CH:19]=[CH:18][C:13]([C:14]([O:16][CH3:17])=[O:15])=[CH:12][C:11]=1[CH:20]=[O:21])(=[O:8])[C:2]1[CH:7]=[CH:6][CH:5]=[CH:4][CH:3]=1.O.Cl([O-])=[O:24].[Na+].Cl. Product: [C:1]([O:9][C:10]1[CH:19]=[CH:18][C:13]([C:14]([O:16][CH3:17])=[O:15])=[CH:12][C:11]=1[C:20]([OH:24])=[O:21])(=[O:8])[C:2]1[CH:7]=[CH:6][CH:5]=[CH:4][CH:3]=1. The catalyst class is: 16. (5) Reactant: [CH3:1][O:2][C:3](=[O:20])[CH:4]([C:12]1[CH:17]=[CH:16][C:15]([Cl:18])=[C:14]([Cl:19])[CH:13]=1)[CH2:5][CH:6]1[CH2:10][CH2:9][CH:8]([OH:11])[CH2:7]1.C[N+]1([O-])CCOCC1.C([N+](CCC)(CCC)CCC)CC. Product: [CH3:1][O:2][C:3](=[O:20])[CH:4]([C:12]1[CH:17]=[CH:16][C:15]([Cl:18])=[C:14]([Cl:19])[CH:13]=1)[CH2:5][CH:6]1[CH2:10][CH2:9][C:8](=[O:11])[CH2:7]1. The catalyst class is: 2. (6) Reactant: [Cl:1][C:2]1[CH:9]=[C:8]([F:10])[CH:7]=[CH:6][C:3]=1[C:4]#[N:5].[I:11]I.[O-]S([O-])(=S)=O.[Na+].[Na+].[NH4+].[Cl-]. Product: [Cl:1][C:2]1[C:9]([I:11])=[C:8]([F:10])[CH:7]=[CH:6][C:3]=1[C:4]#[N:5]. The catalyst class is: 1. (7) Reactant: [Br:1][C:2]1[CH:3]=[C:4]([N+:9]([O-])=O)[C:5]([CH3:8])=[N:6][CH:7]=1.O.O.[Sn](Cl)Cl. Product: [Br:1][C:2]1[CH:3]=[C:4]([NH2:9])[C:5]([CH3:8])=[N:6][CH:7]=1. The catalyst class is: 13.